From a dataset of Forward reaction prediction with 1.9M reactions from USPTO patents (1976-2016). Predict the product of the given reaction. Given the reactants [CH3:1][CH:2]([OH:13])[CH2:3][CH2:4][CH:5](O)[CH2:6][CH2:7][CH:8]=[CH:9][CH2:10][CH3:11].OS([O-])(=O)=O.[K+], predict the reaction product. The product is: [CH2:6]([CH:5]1[CH2:4][CH2:3][CH:2]([CH3:1])[O:13]1)[CH2:7][CH:8]=[CH:9][CH2:10][CH3:11].